From a dataset of Catalyst prediction with 721,799 reactions and 888 catalyst types from USPTO. Predict which catalyst facilitates the given reaction. (1) Reactant: [CH3:1][O:2][CH2:3][O:4][C:5]1[CH:10]=[C:9]([O:11][CH2:12][O:13][CH3:14])[CH:8]=[CH:7][C:6]=1[C:15]1(O)[CH2:24][CH2:23][C:18]2([O:22][CH2:21][CH2:20][O:19]2)[CH2:17][CH2:16]1.C12(CS(O)(=O)=O)C(C)(C)C(CC1)CC2=O.C(=O)(O)[O-].[Na+]. Product: [CH3:1][O:2][CH2:3][O:4][C:5]1[CH:10]=[C:9]([O:11][CH2:12][O:13][CH3:14])[CH:8]=[CH:7][C:6]=1[C:15]1[CH2:24][CH2:23][C:18]2([O:19][CH2:20][CH2:21][O:22]2)[CH2:17][CH:16]=1. The catalyst class is: 11. (2) Reactant: [CH3:1][O:2][C:3]([C:5]1[NH:14][C:8]2=[N:9][CH:10]=[C:11]([NH2:13])[CH:12]=[C:7]2[CH:6]=1)=[O:4].[CH:15]([C:17]1[CH:18]=[C:19]([CH:23]=[CH:24][CH:25]=1)[C:20](N)=[O:21])=O.[BH3-][C:27]#[N:28].[Na+]. Product: [CH3:1][O:2][C:3]([C:5]1[NH:14][C:8]2=[N:9][CH:10]=[C:11]([NH:13][CH2:15][C:17]3[CH:25]=[CH:24][CH:23]=[C:19]([C:20](=[O:21])[NH:28][C:27]4[CH:12]=[CH:7][CH:6]=[CH:5][CH:3]=4)[CH:18]=3)[CH:12]=[C:7]2[CH:6]=1)=[O:4]. The catalyst class is: 467. (3) Reactant: CN(C(ON1N=NC2C=CC=CC1=2)=[N+](C)C)C.[B-](F)(F)(F)F.[Cl:23][C:24]1[NH:28][N:27]=[C:26]([C:29]([OH:31])=O)[CH:25]=1.[NH2:32][C:33]1[CH:38]=[CH:37][C:36]([Cl:39])=[CH:35][N:34]=1.CCN(C(C)C)C(C)C. Product: [Cl:23][C:24]1[NH:28][N:27]=[C:26]([C:29]([NH:32][C:33]2[CH:38]=[CH:37][C:36]([Cl:39])=[CH:35][N:34]=2)=[O:31])[CH:25]=1. The catalyst class is: 3.